This data is from HIV replication inhibition screening data with 41,000+ compounds from the AIDS Antiviral Screen. The task is: Binary Classification. Given a drug SMILES string, predict its activity (active/inactive) in a high-throughput screening assay against a specified biological target. (1) The molecule is O=C(CSc1nnc(Cc2ccccc2)o1)Nc1ccc(Cl)cc1Cl. The result is 0 (inactive). (2) The compound is CCCCCCCCCCCCCCCC(=O)Nc1ccn(C2CC(OP(=O)(O)OCC3OC(n4cc(C)c(=O)[nH]c4=O)CC3N=[N+]=[N-])C(CO)O2)c(=O)n1. The result is 1 (active). (3) The molecule is CCNC(=O)c1cc(NC(=O)c2ccc(C(=O)Nc3cc(C(=O)NCC)cc(C4=NCCN4)c3)cc2)cc(C2=NCCN2)c1. The result is 0 (inactive). (4) The molecule is CC(=O)NC1C(O)CN2C(=O)C(=O)OC(C(O)CO)C12. The result is 0 (inactive). (5) The compound is CCCCc1ccc(Nc2nc(OC)c3ncn(C4CC(O)C(CO)O4)c3n2)cc1. The result is 0 (inactive). (6) The molecule is O=C(CSC(=S)N1CCOCC1)Nc1nc2c(s1)CCCC2. The result is 0 (inactive). (7) The compound is COc1c2c(nc3ccccc13)-c1cc(C(CC(=O)OC(C)(C)C)C(=O)OC(C)C)c(CO)c(=O)n1C2. The result is 0 (inactive). (8) The molecule is CN(C)C=Nc1ccnc(O)n1.[NaH]. The result is 0 (inactive).